This data is from Peptide-MHC class I binding affinity with 185,985 pairs from IEDB/IMGT. The task is: Regression. Given a peptide amino acid sequence and an MHC pseudo amino acid sequence, predict their binding affinity value. This is MHC class I binding data. (1) The peptide sequence is RNEPSGSTS. The MHC is HLA-A24:02 with pseudo-sequence HLA-A24:02. The binding affinity (normalized) is 0. (2) The peptide sequence is YVKNGTKGK. The MHC is HLA-A31:01 with pseudo-sequence HLA-A31:01. The binding affinity (normalized) is 0. (3) The peptide sequence is HSKKKCDEL. The MHC is HLA-A02:01 with pseudo-sequence HLA-A02:01. The binding affinity (normalized) is 0. (4) The peptide sequence is AVNGVMWTV. The MHC is HLA-A68:02 with pseudo-sequence HLA-A68:02. The binding affinity (normalized) is 0.812. (5) The peptide sequence is QQRPDLILV. The MHC is HLA-A23:01 with pseudo-sequence HLA-A23:01. The binding affinity (normalized) is 0.213. (6) The peptide sequence is AFHHRAREL. The MHC is HLA-A30:02 with pseudo-sequence HLA-A30:02. The binding affinity (normalized) is 0.0301. (7) The peptide sequence is FRFGDPMPF. The MHC is HLA-B48:01 with pseudo-sequence HLA-B48:01. The binding affinity (normalized) is 0.0847. (8) The peptide sequence is RRGLRMAKQ. The MHC is HLA-B27:05 with pseudo-sequence HLA-B27:05. The binding affinity (normalized) is 0.400. (9) The peptide sequence is NAAISDYDY. The MHC is HLA-A29:02 with pseudo-sequence HLA-A29:02. The binding affinity (normalized) is 0.752.